This data is from Full USPTO retrosynthesis dataset with 1.9M reactions from patents (1976-2016). The task is: Predict the reactants needed to synthesize the given product. (1) Given the product [OH:1][CH:2]1[C:11]2[C:6](=[CH:7][CH:8]=[CH:9][CH:10]=2)[CH:5]([C:12]([O:14][CH3:17])=[O:13])[CH2:4][CH2:3]1, predict the reactants needed to synthesize it. The reactants are: [O:1]=[C:2]1[C:11]2[C:6](=[CH:7][CH:8]=[CH:9][CH:10]=2)[CH:5]([C:12]([OH:14])=[O:13])[CH2:4][CH2:3]1.[BH4-].[Na+].[CH3:17][Si](C=[N+]=[N-])(C)C. (2) The reactants are: [CH3:1][O:2][C:3]1[C:8]([C:9]([OH:11])=O)=[CH:7][C:6]([C:12]2[C:13]([N:28]3[C:32]([CH3:33])=[CH:31][C:30]([C:34]([F:37])([F:36])[F:35])=[N:29]3)=[N:14][C:15]([NH:18][C:19]3[CH:24]=[C:23]([CH3:25])[CH:22]=[C:21]([O:26][CH3:27])[CH:20]=3)=[N:16][CH:17]=2)=[CH:5][N:4]=1.[CH3:38][S:39]([NH2:42])(=[O:41])=[O:40].C(N(CC)CC)C.[I-].ClC1C=CC=C[N+]=1C. Given the product [CH3:1][O:2][C:3]1[C:8]([C:9]([NH:42][S:39]([CH3:38])(=[O:41])=[O:40])=[O:11])=[CH:7][C:6]([C:12]2[C:13]([N:28]3[C:32]([CH3:33])=[CH:31][C:30]([C:34]([F:36])([F:37])[F:35])=[N:29]3)=[N:14][C:15]([NH:18][C:19]3[CH:24]=[C:23]([CH3:25])[CH:22]=[C:21]([O:26][CH3:27])[CH:20]=3)=[N:16][CH:17]=2)=[CH:5][N:4]=1, predict the reactants needed to synthesize it. (3) Given the product [C:1]([O:5][C:6]([NH:8][C@@H:9]1[C:23](=[O:24])[N:22]2[CH2:25][C@H:26]([O:28][C:29]([N:31]3[CH2:39][C:38]4[C:33](=[CH:34][CH:35]=[CH:36][C:37]=4[F:40])[CH2:32]3)=[O:30])[CH2:27][C@H:21]2[C:20](=[O:41])[NH:19][C@:18]2([C:43]([OH:45])=[O:44])[CH2:42][C@H:17]2[CH:16]=[CH:15][CH2:14][CH2:13][CH2:12][O:11][CH2:10]1)=[O:7])([CH3:4])([CH3:2])[CH3:3], predict the reactants needed to synthesize it. The reactants are: [C:1]([O:5][C:6]([NH:8][C@@H:9]1[C:23](=[O:24])[N:22]2[CH2:25][C@H:26]([O:28][C:29]([N:31]3[CH2:39][C:38]4[C:33](=[CH:34][CH:35]=[CH:36][C:37]=4[F:40])[CH2:32]3)=[O:30])[CH2:27][C@H:21]2[C:20](=[O:41])[NH:19][C@:18]2([C:43]([O:45]CC)=[O:44])[CH2:42][C@H:17]2[CH:16]=[CH:15][CH2:14][CH2:13][CH2:12][O:11][CH2:10]1)=[O:7])([CH3:4])([CH3:3])[CH3:2].[OH-].[Na+].CCOCC. (4) Given the product [I:15][C:3]1[N:4]2[C:9]([CH:8]=[CH:7][CH:6]=[CH:5]2)=[CH:1][C:2]=1[C:10]([O:12][CH2:13][CH3:14])=[O:11], predict the reactants needed to synthesize it. The reactants are: [CH:1]1[C:2]([C:10]([O:12][CH2:13][CH3:14])=[O:11])=[CH:3][N:4]2[C:9]=1[CH:8]=[CH:7][CH:6]=[CH:5]2.[I:15]N1C(=O)CCC1=O. (5) Given the product [Br:1][C:2]1[CH:3]=[CH:4][C:5]([O:17][CH3:18])=[C:6]([C:8]([C:10]2[CH:15]=[CH:14][C:13]([Br:16])=[CH:12][CH:11]=2)=[O:9])[CH:7]=1, predict the reactants needed to synthesize it. The reactants are: [Br:1][C:2]1[CH:3]=[CH:4][C:5]([O:17][CH3:18])=[C:6]([CH:8]([C:10]2[CH:15]=[CH:14][C:13]([Br:16])=[CH:12][CH:11]=2)[OH:9])[CH:7]=1.CC(C)=O.OS(O)(=O)=O.O=[Cr](=O)=O. (6) Given the product [Cl:1][C:2]1[N:6]2[C:7]3[CH:38]=[CH:37][C:36]([Cl:39])=[CH:35][C:8]=3[C@@H:9]([C:25]3[CH:30]=[CH:29][CH:28]=[C:27]([O:31][CH3:32])[C:26]=3[O:33][CH3:34])[O:10][C@H:11]([CH2:12][CH2:13][N:14]3[N:18]=[N:17][C:16]([CH2:19][C:20]([OH:22])=[O:21])=[N:15]3)[C:5]2=[CH:4][CH:3]=1, predict the reactants needed to synthesize it. The reactants are: [Cl:1][C:2]1[N:6]2[C:7]3[CH:38]=[CH:37][C:36]([Cl:39])=[CH:35][C:8]=3[C@@H:9]([C:25]3[CH:30]=[CH:29][CH:28]=[C:27]([O:31][CH3:32])[C:26]=3[O:33][CH3:34])[O:10][C@H:11]([CH2:12][CH2:13][N:14]3[N:18]=[N:17][C:16]([CH2:19][C:20]([O:22]CC)=[O:21])=[N:15]3)[C:5]2=[CH:4][CH:3]=1.O.[OH-].[Li+].